Dataset: Full USPTO retrosynthesis dataset with 1.9M reactions from patents (1976-2016). Task: Predict the reactants needed to synthesize the given product. (1) Given the product [NH2:1][C:2]1[N:10]=[CH:9][N:8]=[C:7]2[C:3]=1[N:4]=[CH:5][N:6]2[C@H:11]1[C@@H:15]2[O:16][C:17]([CH3:19])([CH3:20])[O:18][C@@H:14]2[C@@H:13]([CH2:21][N:22]([CH3:31])[CH:23]2[CH2:24][CH:25]([CH2:27][OH:28])[CH2:26]2)[O:12]1, predict the reactants needed to synthesize it. The reactants are: [NH2:1][C:2]1[N:10]=[CH:9][N:8]=[C:7]2[C:3]=1[N:4]=[CH:5][N:6]2[C@H:11]1[C@@H:15]2[O:16][C:17]([CH3:20])([CH3:19])[O:18][C@@H:14]2[C@@H:13]([CH2:21][N:22]([CH3:31])[CH:23]2[CH2:26][CH:25]([C:27](OC)=[O:28])[CH2:24]2)[O:12]1.[H-].[H-].[H-].[H-].[Li+].[Al+3].O.[OH-].[Na+]. (2) Given the product [Br:18][C:15]1[CH:16]=[CH:17][C:12]([C:9]2[C:8]3[CH:19]=[CH:20][C:5]([O:4][CH2:3][CH2:2][N:21]4[CH2:25][CH2:24][CH2:23][CH2:22]4)=[CH:6][C:7]=3[S:11][N:10]=2)=[CH:13][CH:14]=1, predict the reactants needed to synthesize it. The reactants are: Br[CH2:2][CH2:3][O:4][C:5]1[CH:20]=[CH:19][C:8]2[C:9]([C:12]3[CH:17]=[CH:16][C:15]([Br:18])=[CH:14][CH:13]=3)=[N:10][S:11][C:7]=2[CH:6]=1.[NH:21]1[CH2:25][CH2:24][CH2:23][CH2:22]1.